The task is: Predict the reactants needed to synthesize the given product.. This data is from Full USPTO retrosynthesis dataset with 1.9M reactions from patents (1976-2016). (1) Given the product [NH2:9][C@H:10]([C:17]1[CH:22]=[CH:21][CH:20]=[CH:19][CH:18]=1)[CH2:11][C:12]([OH:14])=[O:13], predict the reactants needed to synthesize it. The reactants are: P([O-])([O-])([O-])=O.[K+].[K+].[K+].[NH2:9][CH:10]([C:17]1[CH:22]=[CH:21][CH:20]=[CH:19][CH:18]=1)[CH2:11][C:12]([O:14]CC)=[O:13]. (2) The reactants are: Br[C:2]1[CH:7]=[CH:6][C:5]([O:8][CH3:9])=[C:4]([N+:10]([O-:12])=[O:11])[CH:3]=1.[NH2:13][C:14]1[N:19]=[CH:18][C:17]([C:20]#[CH:21])=[CH:16][N:15]=1.C(Cl)Cl. Given the product [CH3:9][O:8][C:5]1[C:4]([N+:10]([O-:12])=[O:11])=[CH:3][C:2]([C:21]#[C:20][C:17]2[CH:16]=[N:15][C:14]([NH2:13])=[N:19][CH:18]=2)=[CH:7][CH:6]=1, predict the reactants needed to synthesize it. (3) Given the product [Br:1][C:2]1[C:3]2[N:4]([C:11]([CH3:14])=[CH:12][N:13]=2)[CH:5]=[C:6]([C:8]([NH2:15])=[O:9])[N:7]=1, predict the reactants needed to synthesize it. The reactants are: [Br:1][C:2]1[C:3]2[N:4]([C:11]([CH3:14])=[CH:12][N:13]=2)[CH:5]=[C:6]([C:8]([O-])=[O:9])[N:7]=1.[NH3:15].